From a dataset of Forward reaction prediction with 1.9M reactions from USPTO patents (1976-2016). Predict the product of the given reaction. (1) Given the reactants [Br:1][C:2]1[CH:6]=[N:5][N:4]([CH3:7])[C:3]=1[NH:8][C:9]1[CH:14]=[CH:13][C:12](I)=[CH:11][CH:10]=1.COC=[C:19]1[C:24](=COC)[CH:23]=[CH:22][C:21](B(O)O)=[CH:20]1.[C:31](=O)([O-:33])[O-:32].[Cs+].[Cs+].COCCOC, predict the reaction product. The product is: [O:32]1[C:24]2[CH:23]=[CH:22][C:21]([C:12]3[CH:13]=[CH:14][C:9]([NH:8][C:3]4[N:4]([CH3:7])[N:5]=[CH:6][C:2]=4[Br:1])=[CH:10][CH:11]=3)=[CH:20][C:19]=2[O:33][CH2:31]1. (2) Given the reactants CS(O)(=O)=O.O=P12OP3(OP(OP(O3)(O1)=O)(=O)O2)=O.[C:20]([C:28](=[CH:34][NH:35][C:36]1[N:40]([C:41]2[CH:46]=[CH:45][CH:44]=[CH:43][N:42]=2)[N:39]=[C:38]([CH3:47])[CH:37]=1)[C:29]([O:31]CC)=O)(=[O:27])[C:21]1[CH:26]=[CH:25][CH:24]=[CH:23][CH:22]=1.[OH-].[Na+], predict the reaction product. The product is: [OH:31][C:29]1[C:28]([C:20]([C:21]2[CH:22]=[CH:23][CH:24]=[CH:25][CH:26]=2)=[O:27])=[CH:34][N:35]=[C:36]2[N:40]([C:41]3[CH:46]=[CH:45][CH:44]=[CH:43][N:42]=3)[N:39]=[C:38]([CH3:47])[C:37]=12. (3) Given the reactants [CH:1]([O:4][C:5]1[CH:12]=[CH:11][C:8]([CH:9]=O)=[CH:7][CH:6]=1)([CH3:3])[CH3:2].[NH2:13][C:14]1[N:15]=[N:16][C:17]([CH3:20])=[CH:18][CH:19]=1.C([O:23][C:24](=O)[C:25]([OH:36])=[CH:26][C:27](=[O:35])[C:28]1[CH:33]=[CH:32][C:31]([CH3:34])=[CH:30][CH:29]=1)C, predict the reaction product. The product is: [OH:36][C:25]1[C:24](=[O:23])[N:13]([C:14]2[N:15]=[N:16][C:17]([CH3:20])=[CH:18][CH:19]=2)[CH:9]([C:8]2[CH:11]=[CH:12][C:5]([O:4][CH:1]([CH3:3])[CH3:2])=[CH:6][CH:7]=2)[C:26]=1[C:27](=[O:35])[C:28]1[CH:33]=[CH:32][C:31]([CH3:34])=[CH:30][CH:29]=1. (4) Given the reactants [Br:1][C:2]1[NH:6][C:5]2[C:7]([Br:19])=[C:8]3[C:13](=[C:14]([Br:15])[C:4]=2[N:3]=1)[C:12]([CH3:16])=[CH:11][C:10](C)=[C:9]3[CH3:18].C1N2CN3CN(C2)CN1C3.F[C:31](F)(F)[C:32]([OH:34])=O, predict the reaction product. The product is: [Br:1][C:2]1[NH:3][C:4]2[C:14]([Br:15])=[C:13]3[C:8](=[C:7]([Br:19])[C:5]=2[N:6]=1)[C:9]([CH3:18])=[C:31]([CH:32]=[O:34])[C:11]([CH3:10])=[C:12]3[CH3:16].